From a dataset of Peptide-MHC class II binding affinity with 134,281 pairs from IEDB. Regression. Given a peptide amino acid sequence and an MHC pseudo amino acid sequence, predict their binding affinity value. This is MHC class II binding data. (1) The peptide sequence is GELQICDKIDAAFKI. The MHC is DRB3_0202 with pseudo-sequence DRB3_0202. The binding affinity (normalized) is 0.178. (2) The peptide sequence is AGTNYNKTVASLMNA. The MHC is HLA-DQA10201-DQB10202 with pseudo-sequence HLA-DQA10201-DQB10202. The binding affinity (normalized) is 0.341. (3) The peptide sequence is DESWQQFRQELIPLL. The MHC is DRB1_0802 with pseudo-sequence DRB1_0802. The binding affinity (normalized) is 0.0665. (4) The MHC is DRB1_0901 with pseudo-sequence DRB1_0901. The binding affinity (normalized) is 0.797. The peptide sequence is AFKVAATAAIAAPAN. (5) The peptide sequence is KNHVLFLQMMNVNLQ. The MHC is DRB4_0101 with pseudo-sequence DRB4_0103. The binding affinity (normalized) is 0.714. (6) The peptide sequence is SVTIKLDGNLLSSND. The MHC is DRB1_0101 with pseudo-sequence DRB1_0101. The binding affinity (normalized) is 0.850. (7) The peptide sequence is KLMNSPEFHLVFGNC. The MHC is DRB1_0101 with pseudo-sequence DRB1_0101. The binding affinity (normalized) is 0.219.